From a dataset of Reaction yield outcomes from USPTO patents with 853,638 reactions. Predict the reaction yield, written as a fraction of the theoretical maximum amount of product (1.0 means a 100% yield; for example, 0.34 means a 34% yield). (1) The reactants are [Cl:1][C:2]1[CH:38]=[CH:37][C:5]2[NH:6][C:7]([C@@H:9]([NH:11][C:12](=[O:36])[C:13]3[CH:18]=[CH:17][C:16]([C:19]([N:21]4[CH2:25][CH2:24][CH2:23][C@@H:22]4[CH2:26][NH:27]C(OC(C)(C)C)=O)=[O:20])=[C:15]([Cl:35])[CH:14]=3)[CH3:10])=[N:8][C:4]=2[CH:3]=1.FC(F)(F)C(O)=O.ClCCl.CO.N.ClCl. No catalyst specified. The product is [Cl:1][C:2]1[CH:38]=[CH:37][C:5]2[NH:6][C:7]([C@@H:9]([NH:11][C:12](=[O:36])[C:13]3[CH:18]=[CH:17][C:16]([C:19]([N:21]4[CH2:25][CH2:24][CH2:23][C@@H:22]4[CH2:26][NH2:27])=[O:20])=[C:15]([Cl:35])[CH:14]=3)[CH3:10])=[N:8][C:4]=2[CH:3]=1. The yield is 0.860. (2) The reactants are [NH2:1][NH2:2].[C:3](/[N:5]=[C:6](\SC)/[NH:7][C:8]1[CH:13]=[CH:12][C:11]([C:14]#[N:15])=[C:10]([CH:16]2[CH2:18][CH2:17]2)[CH:9]=1)#[N:4]. The catalyst is C(O)C. The product is [NH2:4][C:3]1[NH:2][N:1]=[C:6]([NH:7][C:8]2[CH:13]=[CH:12][C:11]([C:14]#[N:15])=[C:10]([CH:16]3[CH2:18][CH2:17]3)[CH:9]=2)[N:5]=1. The yield is 0.980.